This data is from Full USPTO retrosynthesis dataset with 1.9M reactions from patents (1976-2016). The task is: Predict the reactants needed to synthesize the given product. (1) Given the product [Br:1][C:2]1[CH:3]=[CH:4][C:5]([S:32]([CH3:35])(=[O:33])=[O:34])=[C:6]([NH:8][C:9]2[C:14]([Cl:15])=[CH:13][N:12]=[C:11]([NH:16][C:17]3[CH:22]=[CH:21][C:20]([N:23]4[CH2:24][CH2:25][N:26]([CH3:29])[CH2:27][CH2:28]4)=[C:19]([CH:30]=[CH2:31])[CH:18]=3)[N:10]=2)[CH:7]=1, predict the reactants needed to synthesize it. The reactants are: [Br:1][C:2]1[CH:3]=[CH:4][C:5]([S:32]([CH:35](C)C)(=[O:34])=[O:33])=[C:6]([NH:8][C:9]2[C:14]([Cl:15])=[CH:13][N:12]=[C:11]([NH:16][C:17]3[CH:22]=[CH:21][C:20]([N:23]4[CH2:28][CH2:27][N:26]([CH3:29])[CH2:25][CH2:24]4)=[C:19]([CH:30]=[CH2:31])[CH:18]=3)[N:10]=2)[CH:7]=1.BrC1C=CC(S(C)(=O)=O)=C(NC2C(Cl)=CN=C(NC3C=CC(N4CCN(C)CC4)=C(C=C)C=3)N=2)C=1.BrC1C=CC(S(C(C)C)(=O)=O)=C(NC2C(Cl)=CN=C(Cl)N=2)C=1. (2) Given the product [F:1][C:2]1[CH:3]=[N:4][C:5]([N:31]2[CH2:30][C@@H:29]3[C@@:24]([C:23]4[S:19][N:20]=[CH:21][CH:22]=4)([N:25]=[C:26]([NH:33][C:34](=[O:41])[C:35]4[CH:36]=[CH:37][CH:38]=[CH:39][CH:40]=4)[S:27][CH2:28]3)[CH2:32]2)=[N:6][CH:7]=1, predict the reactants needed to synthesize it. The reactants are: [F:1][C:2]1[CH:3]=[N:4][C:5](Cl)=[N:6][CH:7]=1.C(N(C(C)C)CC)(C)C.[Cl-].[S:19]1[C:23]([C@:24]23[CH2:32][NH2+:31][CH2:30][C@H:29]2[CH2:28][S:27][C:26]([NH:33][C:34](=[O:41])[C:35]2[CH:40]=[CH:39][CH:38]=[CH:37][CH:36]=2)=[N:25]3)=[CH:22][CH:21]=[N:20]1.O. (3) Given the product [CH2:21]([O:20][C:17]1[CH:16]=[N:15][C:14]([N:1]2[CH2:6][CH2:5][CH:4]([C@H:7]3[CH2:9][C@H:8]3[CH2:10][CH2:11][OH:12])[CH2:3][CH2:2]2)=[N:19][CH:18]=1)[CH3:22], predict the reactants needed to synthesize it. The reactants are: [NH:1]1[CH2:6][CH2:5][CH:4]([C@H:7]2[CH2:9][C@H:8]2[CH2:10][CH2:11][OH:12])[CH2:3][CH2:2]1.Cl[C:14]1[N:19]=[CH:18][C:17]([O:20][CH2:21][CH3:22])=[CH:16][N:15]=1.C(=O)([O-])[O-].[Cs+].[Cs+]. (4) Given the product [F:1][C:2]([F:39])([F:40])[C:3]1[CH:4]=[C:5]([CH:13]([OH:38])[CH2:14][N:15]([CH2:16][C:17]2[CH:22]=[C:21]([C:23]([F:24])([F:25])[F:26])[CH:20]=[CH:19][C:18]=2[C:27]2[CH:32]=[C:31]([CH:33]([CH3:35])[CH3:34])[CH:30]=[CH:29][C:28]=2[O:36][CH3:37])[C:42](=[O:41])[O:44][C:45]([CH3:48])([CH3:47])[CH3:46])[CH:6]=[C:7]([C:9]([F:11])([F:10])[F:12])[CH:8]=1, predict the reactants needed to synthesize it. The reactants are: [F:1][C:2]([F:40])([F:39])[C:3]1[CH:4]=[C:5]([CH:13]([OH:38])[CH2:14][NH:15][CH2:16][C:17]2[CH:22]=[C:21]([C:23]([F:26])([F:25])[F:24])[CH:20]=[CH:19][C:18]=2[C:27]2[CH:32]=[C:31]([CH:33]([CH3:35])[CH3:34])[CH:30]=[CH:29][C:28]=2[O:36][CH3:37])[CH:6]=[C:7]([C:9]([F:12])([F:11])[F:10])[CH:8]=1.[O:41](C(OC(C)(C)C)=O)[C:42]([O:44][C:45]([CH3:48])([CH3:47])[CH3:46])=O.CCN(C(C)C)C(C)C. (5) Given the product [O:1]1[CH2:6][CH2:5][O:4][C:3]2[CH:7]=[C:8]([C:11]3[NH:12][C:13]4[N:14]([N:18]=[CH:19][C:20]=4[C:21](/[N:23]=[C:25](/[N:27]([CH3:29])[CH3:28])\[CH3:24])=[O:22])[C:15](=[O:17])[CH:16]=3)[CH:9]=[CH:10][C:2]1=2, predict the reactants needed to synthesize it. The reactants are: [O:1]1[CH2:6][CH2:5][O:4][C:3]2[CH:7]=[C:8]([C:11]3[NH:12][C:13]4[N:14]([N:18]=[CH:19][C:20]=4[C:21]([NH2:23])=[O:22])[C:15](=[O:17])[CH:16]=3)[CH:9]=[CH:10][C:2]1=2.[CH3:24][C:25]([N:27]([CH3:29])[CH3:28])=O.[CH3:24][C:25]([N:27]([CH3:29])[CH3:28])=O. (6) Given the product [CH3:9][N:8]([CH3:10])[C:3]1[C:2]([NH:1][C:44](=[O:45])[C:43]2[CH:47]=[C:39]([CH2:38][C:32]3[C:33](=[O:37])[C:34]([O:35][CH3:36])=[C:29]([O:28][CH3:27])[C:30](=[O:53])[C:31]=3[CH3:52])[CH:40]=[CH:41][C:42]=2[O:48][C:49](=[O:51])[CH3:50])=[CH:7][CH:6]=[CH:5][N:4]=1, predict the reactants needed to synthesize it. The reactants are: [NH2:1][C:2]1[C:3]([N:8]([CH3:10])[CH3:9])=[N:4][CH:5]=[CH:6][CH:7]=1.C(N(CC)CC)C.[Cl-].ClC1N(C)CC[NH+]1C.[CH3:27][O:28][C:29]1[C:30](=[O:53])[C:31]([CH3:52])=[C:32]([CH2:38][C:39]2[CH:40]=[CH:41][C:42]([O:48][C:49](=[O:51])[CH3:50])=[C:43]([CH:47]=2)[C:44](O)=[O:45])[C:33](=[O:37])[C:34]=1[O:35][CH3:36]. (7) The reactants are: [Br:1][C:2]1[C:10]2[N:9]=[C:8]([C:11]([F:14])([F:13])[F:12])[NH:7][C:6]=2[CH:5]=[C:4]([N+:15]([O-:17])=[O:16])[CH:3]=1.Br[CH2:19][C:20]1[CH:25]=[CH:24][CH:23]=[C:22]([Cl:26])[C:21]=1[CH3:27].C(=O)([O-])[O-].[K+].[K+]. Given the product [Br:1][C:2]1[C:10]2[N:9]=[C:8]([C:11]([F:12])([F:13])[F:14])[N:7]([CH2:19][C:20]3[CH:25]=[CH:24][CH:23]=[C:22]([Cl:26])[C:21]=3[CH3:27])[C:6]=2[CH:5]=[C:4]([N+:15]([O-:17])=[O:16])[CH:3]=1, predict the reactants needed to synthesize it. (8) The reactants are: [CH3:1][C:2]([C:5]1[CH:9]=[C:8]([C:10](Cl)=[O:11])[N:7]([CH2:13][CH3:14])[N:6]=1)([CH3:4])[CH3:3].[NH2:15][C:16]1[N:21]=[C:20]([C:22]([O:24][CH3:25])=[O:23])[CH:19]=[CH:18][CH:17]=1.C(N(CC)CC)C. Given the product [CH3:1][C:2]([C:5]1[CH:9]=[C:8]([C:10]([NH:15][C:16]2[N:21]=[C:20]([C:22]([O:24][CH3:25])=[O:23])[CH:19]=[CH:18][CH:17]=2)=[O:11])[N:7]([CH2:13][CH3:14])[N:6]=1)([CH3:4])[CH3:3], predict the reactants needed to synthesize it.